This data is from Forward reaction prediction with 1.9M reactions from USPTO patents (1976-2016). The task is: Predict the product of the given reaction. Given the reactants [OH:1][C:2]1[C:6]2([CH2:11][CH2:10][N:9]([O:12][CH3:13])[CH2:8][CH2:7]2)[N:5]([CH3:14])[C:4](=[O:15])[C:3]=1[C:16]1[C:21]([CH3:22])=[CH:20][C:19]([CH3:23])=[CH:18][C:17]=1[CH3:24].C(N(CC)CC)C.Cl[C:33]([O:35][CH2:36][CH3:37])=[O:34], predict the reaction product. The product is: [CH3:13][O:12][N:9]1[CH2:10][CH2:11][C:6]2([N:5]([CH3:14])[C:4](=[O:15])[C:3]([C:16]3[C:21]([CH3:22])=[CH:20][C:19]([CH3:23])=[CH:18][C:17]=3[CH3:24])=[C:2]2[O:1][C:33](=[O:34])[O:35][CH2:36][CH3:37])[CH2:7][CH2:8]1.